This data is from Forward reaction prediction with 1.9M reactions from USPTO patents (1976-2016). The task is: Predict the product of the given reaction. Given the reactants [NH2:1][C:2]1[C:3]([C:23]#[N:24])=[C:4]([CH:20]=[CH:21][CH:22]=1)[O:5][CH2:6][C:7]([CH3:19])([CH3:18])[C:8]([O:10]CC1C=CC=CC=1)=[O:9].O=[C:26]([CH3:33])[CH2:27][C:28]([O:30][CH2:31][CH3:32])=[O:29], predict the reaction product. The product is: [NH2:24][C:23]1[C:3]2[C:2](=[CH:22][CH:21]=[CH:20][C:4]=2[O:5][CH2:6][C:7]([CH3:18])([CH3:19])[C:8]([OH:10])=[O:9])[N:1]=[C:26]([CH3:33])[C:27]=1[C:28]([O:30][CH2:31][CH3:32])=[O:29].